From a dataset of Reaction yield outcomes from USPTO patents with 853,638 reactions. Predict the reaction yield, written as a fraction of the theoretical maximum amount of product (1.0 means a 100% yield; for example, 0.34 means a 34% yield). (1) The catalyst is CN(C=O)C.C1(C)C=CC=CC=1. The yield is 0.300. The product is [F:1][C:2]([F:23])([C:16]1[CH:21]=[CH:20][C:19]([F:22])=[CH:18][N:17]=1)[C:3]1[N:12]=[C:11]([NH:44][C:41]2[CH:40]=[C:39]([CH3:38])[NH:43][N:42]=2)[C:10]2[C:5](=[C:6]([O:14][CH3:15])[CH:7]=[CH:8][CH:9]=2)[N:4]=1. The reactants are [F:1][C:2]([F:23])([C:16]1[CH:21]=[CH:20][C:19]([F:22])=[CH:18][N:17]=1)[C:3]1[N:12]=[C:11](O)[C:10]2[C:5](=[C:6]([O:14][CH3:15])[CH:7]=[CH:8][CH:9]=2)[N:4]=1.P(Br)(Br)(Br)=O.CCN(C(C)C)C(C)C.[CH3:38][C:39]1[NH:43][N:42]=[C:41]([NH2:44])[CH:40]=1. (2) The reactants are [F:1][C:2]1[CH:3]=[C:4]([CH2:8][NH:9][C:10]([C:12]2[C:13]([OH:25])=[N:14][C:15]([N:19]3[CH2:24][CH2:23][O:22][CH2:21][CH2:20]3)=[CH:16][C:17]=2[CH3:18])=[O:11])[CH:5]=[CH:6][CH:7]=1.CN(C=O)C.[H-].[Na+].Br[CH2:34][CH2:35][O:36][CH3:37]. The catalyst is CCOC(C)=O.O. The product is [F:1][C:2]1[CH:3]=[C:4]([CH2:8][NH:9][C:10]([C:12]2[C:13]([O:25][CH2:34][CH2:35][O:36][CH3:37])=[N:14][C:15]([N:19]3[CH2:24][CH2:23][O:22][CH2:21][CH2:20]3)=[CH:16][C:17]=2[CH3:18])=[O:11])[CH:5]=[CH:6][CH:7]=1. The yield is 0.390. (3) The reactants are [F:1][C:2]1[CH:9]=[CH:8][C:5]([C:6]#[N:7])=[C:4]([C:10]([F:13])([F:12])[F:11])[C:3]=1I.C1(C)C=CC=CC=1.[C:22]([Si:24]([CH3:27])([CH3:26])[CH3:25])#[CH:23]. The catalyst is CCOC(C)=O.Cl[Pd](Cl)([P](C1C=CC=CC=1)(C1C=CC=CC=1)C1C=CC=CC=1)[P](C1C=CC=CC=1)(C1C=CC=CC=1)C1C=CC=CC=1.[Cu]I. The product is [F:1][C:2]1[CH:9]=[CH:8][C:5]([C:6]#[N:7])=[C:4]([C:10]([F:13])([F:12])[F:11])[C:3]=1[C:23]#[C:22][Si:24]([CH3:27])([CH3:26])[CH3:25]. The yield is 0.810. (4) The reactants are F[C:2]1[CH:10]=[C:9]2[C:5]([C:6]([C:20]3[CH:28]=[C:27]4[C:23]([CH:24]=[N:25][NH:26]4)=[CH:22][CH:21]=3)=[CH:7][N:8]2S(C2C=CC=CC=2)(=O)=O)=[CH:4][CH:3]=1.[OH-].[Na+]. The catalyst is CO. The product is [NH:8]1[C:9]2[C:5](=[CH:4][CH:3]=[CH:2][CH:10]=2)[C:6]([C:20]2[CH:28]=[C:27]3[C:23]([CH:24]=[N:25][NH:26]3)=[CH:22][CH:21]=2)=[CH:7]1. The yield is 0.360. (5) The yield is 0.870. The product is [F:23][C:24]1[C:29]([O:30][CH3:31])=[CH:28][CH:27]=[CH:26][C:25]=1[C:9]1[C:8](=[O:13])[NH:7][C:6](=[O:14])[N:5]([CH2:4][C:3]2[C:15]([C:19]([F:22])([F:21])[F:20])=[CH:16][CH:17]=[CH:18][C:2]=2[F:1])[C:10]=1[CH3:11]. The reactants are [F:1][C:2]1[CH:18]=[CH:17][CH:16]=[C:15]([C:19]([F:22])([F:21])[F:20])[C:3]=1[CH2:4][N:5]1[C:10]([CH3:11])=[C:9](I)[C:8](=[O:13])[NH:7][C:6]1=[O:14].[F:23][C:24]1[C:29]([O:30][CH3:31])=[CH:28][CH:27]=[CH:26][C:25]=1B(O)O.[OH-].[K+].O. The catalyst is CC(C)=O. (6) The reactants are [N:1]1[CH:6]=[CH:5][CH:4]=[CH:3][C:2]=1[CH2:7][O:8][C:9]1[CH:14]=[CH:13][NH:12][C:11](=[O:15])[CH:10]=1.Br[C:17]1[CH:18]=[CH:19][C:20]2[C:21]3[CH2:30][N:29]([C:31]([O:33][C:34]([CH3:37])([CH3:36])[CH3:35])=[O:32])[CH2:28][CH2:27][C:22]=3[N:23]([CH3:26])[C:24]=2[CH:25]=1. No catalyst specified. The product is [CH3:26][N:23]1[C:24]2[CH:25]=[C:17]([N:12]3[CH:13]=[CH:14][C:9]([O:8][CH2:7][C:2]4[CH:3]=[CH:4][CH:5]=[CH:6][N:1]=4)=[CH:10][C:11]3=[O:15])[CH:18]=[CH:19][C:20]=2[C:21]2[CH2:30][N:29]([C:31]([O:33][C:34]([CH3:37])([CH3:36])[CH3:35])=[O:32])[CH2:28][CH2:27][C:22]1=2. The yield is 0.430.